This data is from Forward reaction prediction with 1.9M reactions from USPTO patents (1976-2016). The task is: Predict the product of the given reaction. (1) Given the reactants [OH:1][C@H:2]([CH:18]([CH3:20])[CH3:19])[C:3]([NH:5][C@H:6]([C:8]1[CH:17]=[CH:16][C:11]([C:12]([O:14][CH3:15])=[O:13])=[CH:10][CH:9]=1)[CH3:7])=[O:4].C(N(CC)CC)C.[CH3:28][S:29](Cl)(=[O:31])=[O:30], predict the reaction product. The product is: [CH3:19][CH:18]([CH3:20])[C@@H:2]([O:1][S:29]([CH3:28])(=[O:31])=[O:30])[C:3]([NH:5][C@H:6]([C:8]1[CH:17]=[CH:16][C:11]([C:12]([O:14][CH3:15])=[O:13])=[CH:10][CH:9]=1)[CH3:7])=[O:4]. (2) The product is: [C:18]1([C:12]2[CH:13]=[CH:14][CH:15]=[C:16]3[C:11]=2[C:10]([NH:24][CH2:25][C:26]2[CH:31]=[CH:30][CH:29]=[CH:28][N:27]=2)=[N:9][C:8]([C:4]2[CH:3]=[C:2]([NH:1][C:37]([NH2:36])=[O:38])[CH:7]=[N:6][CH:5]=2)=[CH:17]3)[CH:23]=[CH:22][CH:21]=[CH:20][CH:19]=1. Given the reactants [NH2:1][C:2]1[CH:3]=[C:4]([C:8]2[N:9]=[C:10]([NH:24][CH2:25][C:26]3[CH:31]=[CH:30][CH:29]=[CH:28][N:27]=3)[C:11]3[C:16]([CH:17]=2)=[CH:15][CH:14]=[CH:13][C:12]=3[C:18]2[CH:23]=[CH:22][CH:21]=[CH:20][CH:19]=2)[CH:5]=[N:6][CH:7]=1.ClS([N:36]=[C:37]=[O:38])(=O)=O.Cl, predict the reaction product. (3) Given the reactants Br[C:2]1[C:7](=[O:8])[N:6]([CH2:9][C:10]2[CH:15]=[CH:14][C:13]([C:16]3[C:17]([C:22]#[N:23])=[CH:18][CH:19]=[CH:20][CH:21]=3)=[CH:12][C:11]=2[F:24])[C:5]([CH2:25][CH2:26][CH3:27])=[N:4][C:3]=1[CH2:28][CH3:29].[Si:30]([O:37][CH2:38][C:39]([CH3:51])([CH3:50])[O:40][C:41]1[CH:46]=[CH:45][C:44](B(O)O)=[CH:43][CH:42]=1)([C:33]([CH3:36])([CH3:35])[CH3:34])([CH3:32])[CH3:31].C(=O)([O-])[O-].[Cs+].[Cs+].O1CCOCC1, predict the reaction product. The product is: [Si:30]([O:37][CH2:38][C:39]([CH3:51])([CH3:50])[O:40][C:41]1[CH:42]=[CH:43][C:44]([C:2]2[C:7](=[O:8])[N:6]([CH2:9][C:10]3[CH:15]=[CH:14][C:13]([C:16]4[C:17]([C:22]#[N:23])=[CH:18][CH:19]=[CH:20][CH:21]=4)=[CH:12][C:11]=3[F:24])[C:5]([CH2:25][CH2:26][CH3:27])=[N:4][C:3]=2[CH2:28][CH3:29])=[CH:45][CH:46]=1)([C:33]([CH3:36])([CH3:35])[CH3:34])([CH3:32])[CH3:31]. (4) The product is: [CH2:27]([O:26][C:20]1[CH:19]=[C:18]([C@H:12]([N:8]2[C:9](=[O:11])[C:10]3[C:6](=[CH:5][CH:4]=[CH:3][C:2]=3[NH:1][C:34]([C:30]3[O:29][CH:33]=[CH:32][CH:31]=3)=[O:35])[C:7]2=[O:38])[CH2:13][S:14]([CH3:17])(=[O:15])=[O:16])[CH:23]=[CH:22][C:21]=1[O:24][CH3:25])[CH3:28]. Given the reactants [NH2:1][C:2]1[CH:3]=[CH:4][CH:5]=[C:6]2[C:10]=1[C:9](=[O:11])[N:8]([C@@H:12]([C:18]1[CH:23]=[CH:22][C:21]([O:24][CH3:25])=[C:20]([O:26][CH2:27][CH3:28])[CH:19]=1)[CH2:13][S:14]([CH3:17])(=[O:16])=[O:15])[CH2:7]2.[O:29]1[CH:33]=[CH:32][CH:31]=[C:30]1[C:34](Cl)=[O:35].C[OH:38], predict the reaction product.